From a dataset of Full USPTO retrosynthesis dataset with 1.9M reactions from patents (1976-2016). Predict the reactants needed to synthesize the given product. (1) The reactants are: I[C:2]1[CH:11]=[CH:10][CH:9]=[CH:8][C:3]=1[C:4]([O:6][CH3:7])=[O:5].[NH:12]1[C:20]2[C:15](=[CH:16][C:17]([CH2:21][N:22]3[CH2:27][CH2:26][CH:25]([C:28]4[CH:29]=[C:30]([NH:34][C:35](=[O:39])[CH:36]([CH3:38])[CH3:37])[CH:31]=[CH:32][CH:33]=4)[CH2:24][CH2:23]3)=[CH:18][CH:19]=2)[CH:14]=[CH:13]1. Given the product [C:35]([NH:34][C:30]1[CH:29]=[C:28]([CH:25]2[CH2:26][CH2:27][N:22]([CH2:21][C:17]3[CH:16]=[C:15]4[C:20](=[CH:19][CH:18]=3)[N:12]([C:2]3[CH:11]=[CH:10][CH:9]=[CH:8][C:3]=3[C:4]([O:6][CH3:7])=[O:5])[CH:13]=[CH:14]4)[CH2:23][CH2:24]2)[CH:33]=[CH:32][CH:31]=1)(=[O:39])[CH:36]([CH3:38])[CH3:37], predict the reactants needed to synthesize it. (2) Given the product [CH2:13]([O:12][C:7]1[CH:8]=[CH:9][CH:10]=[C:11]2[C:6]=1[CH:5]=[CH:4][N:3]2[CH2:2][OH:1])[C:14]1[CH:19]=[CH:18][CH:17]=[CH:16][CH:15]=1, predict the reactants needed to synthesize it. The reactants are: [OH:1][CH2:2][N:3]1[C:11]2[C:6](=[C:7]([OH:12])[CH:8]=[CH:9][CH:10]=2)[CH:5]=[CH:4]1.[CH2:13](OC1C=CC=C2C=1C=CN2)[C:14]1[CH:19]=[CH:18][CH:17]=[CH:16][CH:15]=1.C=O.[OH-].[Na+]. (3) Given the product [F:1][C:2]1[CH:3]=[C:4]2[C:9](=[CH:10][C:11]=1[F:12])[N:8]=[CH:7][C:6](/[CH:13]=[CH:14]/[CH:15]([OH:30])[CH2:16][CH2:17][CH2:18][CH2:19][C:20]1[CH:29]=[CH:28][C:27]3[CH2:26][CH2:25][CH2:24][NH:23][C:22]=3[N:21]=1)=[CH:5]2, predict the reactants needed to synthesize it. The reactants are: [F:1][C:2]1[CH:3]=[C:4]2[C:9](=[CH:10][C:11]=1[F:12])[N:8]=[CH:7][C:6](/[CH:13]=[CH:14]/[C:15](=[O:30])[CH2:16][CH2:17][CH2:18][CH2:19][C:20]1[CH:29]=[CH:28][C:27]3[CH2:26][CH2:25][CH2:24][NH:23][C:22]=3[N:21]=1)=[CH:5]2.[H-].[H-].[H-].[H-].[Li+].[Al+3].O.[OH-].[Na+]. (4) Given the product [O:36]=[C:34]([N:54]1[CH2:55][CH2:56][N:51]([C:57](=[O:58])[C:59]2[CH:64]=[CH:63][CH:62]=[CH:61][C:60]=2[C:65]([F:68])([F:66])[F:67])[CH2:52][CH2:53]1)[CH2:33][C:32]([NH:31][C:28]1[S:29][CH:30]=[C:26]([C:20]2[CH:21]=[CH:22][CH:23]=[CH:24][CH:25]=2)[N:27]=1)=[O:37], predict the reactants needed to synthesize it. The reactants are: C1C=CC2N(O)N=NC=2C=1.CCN(C(C)C)C(C)C.[C:20]1([C:26]2[N:27]=[C:28]([NH:31][C:32](=[O:37])[CH2:33][C:34]([OH:36])=O)[S:29][CH:30]=2)[CH:25]=[CH:24][CH:23]=[CH:22][CH:21]=1.CCN=C=NCCCN(C)C.Cl.Cl.[N:51]1([C:57]([C:59]2[CH:64]=[CH:63][CH:62]=[CH:61][C:60]=2[C:65]([F:68])([F:67])[F:66])=[O:58])[CH2:56][CH2:55][NH:54][CH2:53][CH2:52]1.